From a dataset of Drug-target binding data from BindingDB using IC50 measurements. Regression. Given a target protein amino acid sequence and a drug SMILES string, predict the binding affinity score between them. We predict pIC50 (pIC50 = -log10(IC50 in M); higher means more potent). Dataset: bindingdb_ic50. (1) The drug is CCC[C@@H]1C[C@@H](NCc2ccccc2)C[C@@]2(O1)C(=O)N(C)c1ccccc12. The target protein (O77759) has sequence MEPGGARLRLQRTEGPGGEREHQPCRDGNTETHRAPDLVKWTRHMEAVKAQLLEQAQGQLRELLDRAMWEAIQSYPSQDKPPPLPPPDSLSRTQEPSLGKQKVFIIRKSLLDELMEVQHFRTIYHMFIAGLCVFIISTLAIDFIDEGRLLLEFDLLIFSFGQLPLALVTWVPMFLSTLLAPYQALRLWARPGARGTWTLGAGLGCALLAAHALVLCALPVHVAVEHQLPPASRCVLVFEQVRFLMKSYSFLREAVPGTLRARRGEGIQAPSFSSYLYFLFCPTLIYRETYPRTPYIRWNYVAKNFAQALGCVLYACFILGRLCVPVFANMSREPFSTRALVLSILHATLPGIFMLLLIFFAFLHCWLNAFAEMLRFGDRMFYRDWWNSTSFSNYYRTWNVVVHDWLYSYVYQDGLWLLGAQARGVAMLGVFLVSAVAHEYIFCFVLGFFYPVMLILFLVIGGMLNFMMHDQHTGPAWNVLMWTMLFLGQGIQVSLYCQEW.... The pIC50 is 4.6. (2) The drug is Nc1ncnc2c1ncn2[C@H]1O[C@H](CO)[C@@H](O)[C@@H]1O. The target protein sequence is MNRCYSLLCSVLNSGKRAQTSFPSTRRTVIHSRVLPSESITSSFSPPETTTASKDKSRGEAASKTTMTGPLQNFGDELNFPKMEEEVLKHWEDIDAFKECLKQSEGKKPYTFYDGPPFATGLPHYGHLLAGTIKDIVCRYAHQTGHHVDRRFGWDCHGLPIEFEIDKEYGIKSSHDVKKMGIENYNNACRAIVMRFSEEWRKTVTRMGRWIDFDNDYKTMYLSYMESVWWVFKSLWDKGLVYRGFKVMPFSTACTTPLSNFEANLNYKDVSDPSLMVTFRTKDDPNTFLIAWTTTPWTLPSNLALCVHPDIDYVKVLDSKTKRHYIFGEPRLGEVYPKKKGDGKKGTEASPYTIVSRMKGKELVGTKYEPLFPYFEEKYGATAYRVLCDAYVATDSGTCVVHQAPGFGEEDNRICIDSGVITKEDMLCPVDENGSFTPDVVDFQGRYVKEADSDIIKYLESKGLVHSKGSIVHSYPFCWRSEAPLIYKAVDTWFVKVESL.... The pIC50 is 7.8. (3) The drug is O=C1CCc2cc(Br)ccc2N1. The target protein (Q16552) has sequence MTPGKTSLVSLLLLLSLEAIVKAGITIPRNPGCPNSEDKNFPRTVMVNLNIHNRNTNTNPKRSSDYYNRSTSPWNLHRNEDPERYPSVIWEAKCRHLGCINADGNVDYHMNSVPIQQEILVLRREPPHCPNSFRLEKILVSVGCTCVTPIVHHVA. The pIC50 is 5.0. (4) The compound is CSCC[C@H](N)c1nnc(SCc2ccccc2)[nH]1. The target protein (P0A079) has sequence MIVKTEEELQALKEIGYICAKVRNTMQAATKPGITTKELDNIAKELFEEYGAISAPIHDENFPGQTCISVNEEVAHGIPSKRVIREGDLVNIDVSALKNGYYADTGISFVVGESDDPMKQKVCDVATMAFENAIAKVKPGTKLSNIGKAVHNTARQNDLKVIKNLTGHGVGLSLHEAPAHVLNYFDPKDKTLLTEGMVLAIEPFISSNASFVTEGKNEWAFETSDKSFVAQIEHTVIVTKDGPILTTKIEEE. The pIC50 is 7.4. (5) The small molecule is C=C1NC(=O)C(C)C(CCC(C)C(=O)C=CC(C)=CCC(C)CCCCCCC)OC(=O)[C@H](CC(OS(=O)(=O)O)C(N)=O)NC(=O)[C@@H](C)CNC1=O. The target protein sequence is MIFPAAHRALRGLPRPGTRALTRAAMEVALRGVRKILCVAEKNDAAKGIADLLSGGRMRRREGLSRFNKIYEFDYHLCGQNVTMVMTSVSGHLLAHDFRMQFRKWQSCNPLVLFEAEIEKYCPENFVDIKKTLEREAQQCQALVIWTDCDREGENIGFEVIHVCKAVKPSLQVLRARFSEITTRAVRTACENLTEPDQRVSDAVDVRQELDLRIGAAFTRFQTLRLQKIFPEVLAEQLISYGSCQFPTLGFVVERFKAIQAFVPEVFHKIRVTHDHRDGVVEFSWKRHRLFNHTACLVLYQMCMEDPRAMVVEVRSKAKSKWRPQALDTVELEKLASRKLRINAKETMRIAEKLYTQGYISYPRTETNIFPKDLDLAALVEQQTPDPRWGAFARNILERGGPTPRNGNKSDQAHPPIHPTKYTDSLQGDEQRLYELIVRHFLACCSQDAQGQETTVEIDIAQERFVAHGLMILARNYLDVYPYDRWSDKTLPVYEQGTCF.... The pIC50 is 4.8. (6) The pIC50 is 7.8. The target protein (Q13093) has sequence MVPPKLHVLFCLCGCLAVVYPFDWQYINPVAHMKSSAWVNKIQVLMAAASFGQTKIPRGNGPYSVGCTDLMFDHTNKGTFLRLYYPSQDNDRLDTLWIPNKEYFWGLSKFLGTHWLMGNILRLLFGSMTTPANWNSPLRPGEKYPLVVFSHGLGAFRTLYSAIGIDLASHGFIVAAVEHRDRSASATYYFKDQSAAEIGDKSWLYLRTLKQEEETHIRNEQVRQRAKECSQALSLILDIDHGKPVKNALDLKFDMEQLKDSIDREKIAVIGHSFGGATVIQTLSEDQRFRCGIALDAWMFPLGDEVYSRIPQPLFFINSEYFQYPANIIKMKKCYSPDKERKMITIRGSVHQNFADFTFATGKIIGHMLKLKGDIDSNVAIDLSNKASLAFLQKHLGLHKDFDQWDCLIEGDDENLIPGTNINTTNQHIMLQNSSGIEKYN. The compound is Cc1ccccc1NC(=O)c1cc(O)c2cccc(O)c2n1. (7) The compound is Cc1nc2cc(OC[C@H](O)CN3CCN(CC(=O)Nc4ccc5c(c4)CCC5)CC3)ccc2s1. The target protein (P07872) has sequence MNPDLRKERASATFNPELITHILDGSPENTRRRREIENLILNDPDFQHEDYNFLTRSQRYEVAVKKSATMVKKMREYGISDPEEIMWFKKLYLANFVEPVGLNYSMFIPTLLNQGTTAQQEKWMRPSQELQIIGTYAQTEMGHGTHLRGLETTATYDPKTQEFILNSPTVTSIKWWPGGLGKTSNHAIVLAQLITQGECYGLHAFVVPIREIGTHKPLPGITVGDIGPKFGYEEMDNGYLKMDNYRIPRENMLMKYAQVKPDGTYVKPLSNKLTYGTMVFVRSFLVGNAAQSLSKACTIAIRYSAVRRQSEIKQSEPEPQILDFQTQQYKLFPLLATAYAFHFVGRYMKETYLRINESIGQGDLSELPELHALTAGLKAFTTWTANAGIEECRMACGGHGYSHSSGIPNIYVTFTPACTFEGENTVMMLQTARFLMKIYDQVRSGKLVGGMVSYLNDLPSQRIQPQQVAVWPTMVDINSLEGLTEAYKLRAARLVEIAAK.... The pIC50 is 6.7. (8) The compound is C[C@@]1(F)[C@H](O)[C@@H](COP(=O)(O)OP(=O)(O)OP(=O)(O)O)O[C@H]1n1cnc2c(=O)[nH]c(N)nc21. The target protein sequence is MLVCGDDLVVIAESDGVEEDKRALGAFTEAMTRYSAPPGDAPQPAYDLELITSCSSNVSVAHDETGKRVYYLTRDPETPLARAAWETARHTPVNSWLGNIIIYAPTIWVRMVLMTHFFSILQSQEALEKALDFDMYGVTYSITPLDLPAIIQ. The pIC50 is 5.2.